This data is from Forward reaction prediction with 1.9M reactions from USPTO patents (1976-2016). The task is: Predict the product of the given reaction. (1) Given the reactants [C:1]([O:5][C:6]([NH:8][C:9]1[C:13]2=[N:14][CH:15]=[C:16]([CH2:18][CH2:19][CH3:20])[CH:17]=[C:12]2[O:11][C:10]=1[C:21]([O:23]CC)=[O:22])=[O:7])([CH3:4])([CH3:3])[CH3:2].[Li+].[OH-].C1COCC1.CO, predict the reaction product. The product is: [C:1]([O:5][C:6]([NH:8][C:9]1[C:13]2=[N:14][CH:15]=[C:16]([CH2:18][CH2:19][CH3:20])[CH:17]=[C:12]2[O:11][C:10]=1[C:21]([OH:23])=[O:22])=[O:7])([CH3:2])([CH3:3])[CH3:4]. (2) The product is: [CH3:31][N:30]([CH3:32])[CH2:29][C@H:26]([NH:25][C:21]([C:17]1[C:18]2[C:13](=[N:12][C:11]3[C:20]([N:19]=2)=[C:7]2[CH:6]=[CH:5][CH:4]=[C:3]([O:2][CH3:1])[C:8]2=[CH:9][CH:10]=3)[CH:14]=[CH:15][CH:16]=1)=[O:23])[CH2:27][OH:28]. Given the reactants [CH3:1][O:2][C:3]1[C:8]2=[CH:9][CH:10]=[C:11]3[C:20]([N:19]=[C:18]4[C:13]([CH:14]=[CH:15][CH:16]=[C:17]4[C:21]([OH:23])=O)=[N:12]3)=[C:7]2[CH:6]=[CH:5][CH:4]=1.Cl.[NH2:25][C@@H:26]([CH2:29][N:30]([CH3:32])[CH3:31])[CH2:27][OH:28], predict the reaction product. (3) Given the reactants [CH3:1][O:2][C:3]1[C:4]([NH:15][C:16](=[O:20])OCC)=[N:5][C:6]2[C:11]([N:12]=1)=[CH:10][C:9]([O:13][CH3:14])=[CH:8][CH:7]=2.[Cl:21][C:22]1[CH:23]=[C:24]([N:28]2[CH2:33][CH2:32][NH:31][CH2:30][CH2:29]2)[CH:25]=[CH:26][CH:27]=1, predict the reaction product. The product is: [CH3:1][O:2][C:3]1[C:4]([NH:15][C:16]([N:31]2[CH2:30][CH2:29][N:28]([C:24]3[CH:25]=[CH:26][CH:27]=[C:22]([Cl:21])[CH:23]=3)[CH2:33][CH2:32]2)=[O:20])=[N:5][C:6]2[C:11]([N:12]=1)=[CH:10][C:9]([O:13][CH3:14])=[CH:8][CH:7]=2. (4) Given the reactants [NH2:1][CH:2]1[N:8]=[C:7]([C:9]2[CH:14]=[CH:13][CH:12]=[CH:11][C:10]=2[F:15])[C:6]2[CH:16]=[CH:17][CH:18]=[CH:19][C:5]=2[N:4]([CH3:20])[C:3]1=[O:21].C([O:29][C:30]([C:32]1(N)[N:38]=C(C2C=CC=CC=2F)C2C=C(Br)C=CC=2N(C)[C:33]1=O)=O)C1C=CC=CC=1, predict the reaction product. The product is: [NH2:38][C@H:32]([C:30]([NH:1][CH:2]1[N:8]=[C:7]([C:9]2[CH:14]=[CH:13][CH:12]=[CH:11][C:10]=2[F:15])[C:6]2[CH:16]=[CH:17][CH:18]=[CH:19][C:5]=2[N:4]([CH3:20])[C:3]1=[O:21])=[O:29])[CH3:33]. (5) Given the reactants [C:1]1([C:7]2[NH:11][CH:10]=[N:9][CH:8]=2)[CH:6]=[CH:5][CH:4]=[CH:3][CH:2]=1.CCN(CC)CC.Cl[C:20]([C:33]1[CH:38]=[CH:37][CH:36]=[CH:35][CH:34]=1)([C:27]1[CH:32]=[CH:31][CH:30]=[CH:29][CH:28]=1)[C:21]1[CH:26]=[CH:25][CH:24]=[CH:23][CH:22]=1, predict the reaction product. The product is: [C:1]1([C:7]2[N:11]=[CH:10][N:9]([C:20]([C:21]3[CH:26]=[CH:25][CH:24]=[CH:23][CH:22]=3)([C:33]3[CH:34]=[CH:35][CH:36]=[CH:37][CH:38]=3)[C:27]3[CH:28]=[CH:29][CH:30]=[CH:31][CH:32]=3)[CH:8]=2)[CH:2]=[CH:3][CH:4]=[CH:5][CH:6]=1. (6) The product is: [CH2:1]([O:8][C:9]([N:11]1[CH:15]([C:16]([OH:18])=[O:17])[CH2:14][S:13][C@@H:12]1[CH:19]1[CH2:24][CH2:23][CH2:22][N:21]([C:34](=[O:36])[CH3:35])[CH2:20]1)=[O:10])[C:2]1[CH:3]=[CH:4][CH:5]=[CH:6][CH:7]=1. Given the reactants [CH2:1]([O:8][C:9]([N:11]1[CH:15]([C:16]([OH:18])=[O:17])[CH2:14][S:13][C@@H:12]1[CH:19]1[CH2:24][CH2:23][CH2:22][NH:21][CH2:20]1)=[O:10])[C:2]1[CH:7]=[CH:6][CH:5]=[CH:4][CH:3]=1.CCN(C(C)C)C(C)C.[C:34](OC(=O)C)(=[O:36])[CH3:35], predict the reaction product.